This data is from Catalyst prediction with 721,799 reactions and 888 catalyst types from USPTO. The task is: Predict which catalyst facilitates the given reaction. (1) Reactant: [CH:1]([N:4]1[C:8]2[CH:9]=[C:10]([NH2:13])[CH:11]=[CH:12][C:7]=2[N:6]=[CH:5]1)([CH3:3])[CH3:2].[Br:14]Br.N. Product: [CH:1]([N:4]1[C:8]2[C:9]([Br:14])=[C:10]([NH2:13])[CH:11]=[CH:12][C:7]=2[N:6]=[CH:5]1)([CH3:3])[CH3:2]. The catalyst class is: 100. (2) Reactant: [CH:1]1[C:10]2[C:5](=[CH:6][CH:7]=[CH:8][CH:9]=2)[CH:4]=[CH:3][C:2]=1[C:11]12[CH2:16][CH:15]1[CH:14]([OH:17])[CH2:13][CH2:12]2.N1C=CC=CC=1.CC(OI1(OC(C)=O)(OC(C)=O)OC(=O)C2C=CC=CC1=2)=O. Product: [CH:1]1[C:10]2[C:5](=[CH:6][CH:7]=[CH:8][CH:9]=2)[CH:4]=[CH:3][C:2]=1[C:11]12[CH2:16][CH:15]1[C:14](=[O:17])[CH2:13][CH2:12]2. The catalyst class is: 46. (3) Reactant: [C:9](O[C:9]([O:11][C:12]([CH3:15])([CH3:14])[CH3:13])=[O:10])([O:11][C:12]([CH3:15])([CH3:14])[CH3:13])=[O:10].Cl.[OH:17][C@H:18]1[CH2:22][CH2:21][NH:20][CH2:19]1.CCN(CC)CC. Product: [C:12]([O:11][C:9]([N:20]1[CH2:21][CH2:22][C@H:18]([OH:17])[CH2:19]1)=[O:10])([CH3:13])([CH3:14])[CH3:15]. The catalyst class is: 5. (4) Reactant: [F:1][C:2]1[C:3]([NH:28][C@@H:29]([C:42]([CH3:45])([CH3:44])[CH3:43])/[CH:30]=[CH:31]/[P:32](=[O:41])([O:37][CH:38]([CH3:40])[CH3:39])[O:33][CH:34]([CH3:36])[CH3:35])=[N:4][C:5]([C:8]2[C:16]3[C:11](=[N:12][CH:13]=[C:14]([F:17])[CH:15]=3)[N:10](S(C3C=CC(C)=CC=3)(=O)=O)[CH:9]=2)=[N:6][CH:7]=1.C[O-].[Na+].[NH4+].[Cl-]. Product: [F:1][C:2]1[C:3]([NH:28][C@@H:29]([C:42]([CH3:45])([CH3:44])[CH3:43])/[CH:30]=[CH:31]/[P:32](=[O:41])([O:37][CH:38]([CH3:39])[CH3:40])[O:33][CH:34]([CH3:35])[CH3:36])=[N:4][C:5]([C:8]2[C:16]3[C:11](=[N:12][CH:13]=[C:14]([F:17])[CH:15]=3)[NH:10][CH:9]=2)=[N:6][CH:7]=1. The catalyst class is: 5. (5) Reactant: [F:1][C:2]1[C:10]([O:11][CH3:12])=[C:9]([O:13][CH3:14])[CH:8]=[C:7]([NH:15][C:16]([NH2:18])=[O:17])[C:3]=1[C:4](N)=[O:5].Cl. Product: [F:1][C:2]1[C:10]([O:11][CH3:12])=[C:9]([O:13][CH3:14])[CH:8]=[C:7]2[C:3]=1[C:4](=[O:5])[NH:18][C:16](=[O:17])[NH:15]2. The catalyst class is: 74. (6) Reactant: [H-].[Na+].[OH:3][C:4]1[C:9]([C:10]([O:12][C:13]2[CH:18]=[CH:17][CH:16]=[CH:15][CH:14]=2)=[O:11])=[C:8]([CH3:19])[C:7]([C:20]([F:23])([F:22])[F:21])=[CH:6][CH:5]=1.[CH:24]1[CH:29]=[CH:28][C:27]([CH2:30]Br)=[CH:26][CH:25]=1. Product: [CH2:30]([O:3][C:4]1[C:9]([C:10]([O:12][C:13]2[CH:18]=[CH:17][CH:16]=[CH:15][CH:14]=2)=[O:11])=[C:8]([CH3:19])[C:7]([C:20]([F:21])([F:22])[F:23])=[CH:6][CH:5]=1)[C:27]1[CH:28]=[CH:29][CH:24]=[CH:25][CH:26]=1. The catalyst class is: 3.